Dataset: Catalyst prediction with 721,799 reactions and 888 catalyst types from USPTO. Task: Predict which catalyst facilitates the given reaction. (1) Product: [S:1]1[C:5]2[CH:6]=[CH:7][CH:8]=[CH:9][C:4]=2[N:3]=[C:2]1[C:10]1[C:11]2[CH:22]=[CH:21][CH:20]=[CH:19][C:12]=2[S:13][C:14]=1[NH:15][C:16](=[O:18])[CH3:17]. The catalyst class is: 11. Reactant: [S:1]1[C:5]2[CH:6]=[CH:7][CH:8]=[CH:9][C:4]=2[N:3]=[C:2]1[C:10]1[C:11]2[CH2:22][CH2:21][CH2:20][CH2:19][C:12]=2[S:13][C:14]=1[NH:15][C:16](=[O:18])[CH3:17].ClC1C(=O)C(C#N)=C(C#N)C(=O)C=1Cl. (2) Reactant: C(OC(=O)[NH:7][CH2:8][CH2:9][CH2:10][CH2:11][CH2:12][CH2:13][NH:14][CH2:15][CH2:16][CH2:17][N:18]1[C:26]([S:27][C:28]2[CH:33]=[C:32]([Cl:34])[CH:31]=[C:30]([Cl:35])[CH:29]=2)=[N:25][C:24]2[C:19]1=[N:20][CH:21]=[N:22][C:23]=2[NH2:36])(C)(C)C. Product: [NH2:36][C:23]1[N:22]=[CH:21][N:20]=[C:19]2[C:24]=1[N:25]=[C:26]([S:27][C:28]1[CH:33]=[C:32]([Cl:34])[CH:31]=[C:30]([Cl:35])[CH:29]=1)[N:18]2[CH2:17][CH2:16][CH2:15][NH:14][CH2:13][CH2:12][CH2:11][CH2:10][CH2:9][CH2:8][NH2:7]. The catalyst class is: 157. (3) Reactant: [CH2:1]([C:7]1[CH:12]=[CH:11][C:10]([C:13]2[N:17]([CH3:18])[N:16]=[C:15]([C:19](=[N:21][NH:22][C:23]([C:25]3[CH:34]=[CH:33][C:28]([C:29]([O:31]C)=[O:30])=[CH:27][CH:26]=3)=[O:24])[CH3:20])[C:14]=2[OH:35])=[CH:9][CH:8]=1)[CH2:2][CH2:3][CH2:4][CH2:5][CH3:6].CO.[OH-].[Na+].Cl. Product: [CH2:1]([C:7]1[CH:8]=[CH:9][C:10]([C:13]2[N:17]([CH3:18])[N:16]=[C:15]([C:19](=[N:21][NH:22][C:23]([C:25]3[CH:34]=[CH:33][C:28]([C:29]([OH:31])=[O:30])=[CH:27][CH:26]=3)=[O:24])[CH3:20])[C:14]=2[OH:35])=[CH:11][CH:12]=1)[CH2:2][CH2:3][CH2:4][CH2:5][CH3:6]. The catalyst class is: 6. (4) Reactant: [CH3:1][S:2]([C:5]1[CH:14]=[CH:13][C:8]([C:9]([O:11][CH3:12])=[O:10])=[C:7]([CH2:15]Br)[C:6]=1[F:17])(=[O:4])=[O:3].[CH3:18][S-:19].[Na+]. Product: [CH3:1][S:2]([C:5]1[CH:14]=[CH:13][C:8]([C:9]([O:11][CH3:12])=[O:10])=[C:7]([CH2:15][S:19][CH3:18])[C:6]=1[F:17])(=[O:4])=[O:3]. The catalyst class is: 1. (5) Reactant: [NH2:1][C:2]1[CH:11]=[C:10]2[C:5]([CH:6]=[CH:7][CH:8]=[C:9]2[N:12]2[CH2:17][CH2:16][N:15]([CH3:18])[CH2:14][CH2:13]2)=[CH:4][CH:3]=1.[N+:19]([C:22]1[CH:27]=[C:26]([N+:28]([O-:30])=[O:29])[CH:25]=[CH:24][C:23]=1Cl)([O-:21])=[O:20]. Product: [N+:19]([C:22]1[CH:27]=[C:26]([N+:28]([O-:30])=[O:29])[CH:25]=[CH:24][C:23]=1[NH:1][C:2]1[CH:11]=[C:10]2[C:5]([CH:6]=[CH:7][CH:8]=[C:9]2[N:12]2[CH2:17][CH2:16][N:15]([CH3:18])[CH2:14][CH2:13]2)=[CH:4][CH:3]=1)([O-:21])=[O:20]. The catalyst class is: 3. (6) Reactant: [OH:1][C@:2]1([CH3:23])[CH2:19][CH2:18][C@@:17]2([CH3:20])[C@@H:4]([CH2:5][CH2:6][C@@H:7]3[C@@H:16]2[CH2:15][CH2:14][C@@:12]2([CH3:13])[C@H:8]3[CH2:9][CH2:10][C@@H:11]2[CH2:21][OH:22])[CH2:3]1.C1C=C[NH+]=CC=1.[O-][Cr](Cl)(=O)=O. Product: [OH:1][C@:2]1([CH3:23])[CH2:19][CH2:18][C@@:17]2([CH3:20])[C@@H:4]([CH2:5][CH2:6][C@@H:7]3[C@@H:16]2[CH2:15][CH2:14][C@@:12]2([CH3:13])[C@H:8]3[CH2:9][CH2:10][C@@H:11]2[CH:21]=[O:22])[CH2:3]1. The catalyst class is: 2.